From a dataset of Full USPTO retrosynthesis dataset with 1.9M reactions from patents (1976-2016). Predict the reactants needed to synthesize the given product. Given the product [C:25]([NH:8][C:9]1[CH:10]=[C:11]2[C:16](=[CH:17][CH:18]=1)[O:15][CH:14]([CH2:19][C:20]([O:22][CH2:23][CH3:24])=[O:21])[CH2:13][CH2:12]2)(=[O:27])[CH3:26], predict the reactants needed to synthesize it. The reactants are: C1(C)C=CC=CC=1.[NH2:8][C:9]1[CH:10]=[C:11]2[C:16](=[CH:17][CH:18]=1)[O:15][CH:14]([CH2:19][C:20]([O:22][CH2:23][CH3:24])=[O:21])[CH2:13][CH2:12]2.[C:25](Cl)(=[O:27])[CH3:26].